From a dataset of Forward reaction prediction with 1.9M reactions from USPTO patents (1976-2016). Predict the product of the given reaction. (1) The product is: [Br:1][C:2]1[CH:10]=[CH:9][C:8]([CH3:11])=[CH:7][C:3]=1[C:4]([O:6][CH3:12])=[O:5]. Given the reactants [Br:1][C:2]1[CH:10]=[CH:9][C:8]([CH3:11])=[CH:7][C:3]=1[C:4]([OH:6])=[O:5].[C:12](Cl)(=O)C(Cl)=O.CO.C([O-])([O-])=O.[Na+].[Na+], predict the reaction product. (2) Given the reactants [CH3:1][C:2]1([CH3:37])[N:6]([S:7]([C:10]2[CH:15]=[CH:14][CH:13]=[CH:12][CH:11]=2)(=[O:9])=[O:8])[CH2:5][CH:4]([CH2:16][N:17]2[C:25]3[C:20](=[CH:21][C:22]([C:26]4[CH:27]=[N:28][N:29](C5CCCCO5)[CH:30]=4)=[CH:23][CH:24]=3)[CH:19]=[N:18]2)[CH2:3]1.C1(C)C=CC(S(O)(=O)=O)=CC=1.C(=O)(O)[O-].[Na+], predict the reaction product. The product is: [CH3:1][C:2]1([CH3:37])[N:6]([S:7]([C:10]2[CH:15]=[CH:14][CH:13]=[CH:12][CH:11]=2)(=[O:8])=[O:9])[CH2:5][CH:4]([CH2:16][N:17]2[C:25]3[C:20](=[CH:21][C:22]([C:26]4[CH:27]=[N:28][NH:29][CH:30]=4)=[CH:23][CH:24]=3)[CH:19]=[N:18]2)[CH2:3]1.